From a dataset of Reaction yield outcomes from USPTO patents with 853,638 reactions. Predict the reaction yield, written as a fraction of the theoretical maximum amount of product (1.0 means a 100% yield; for example, 0.34 means a 34% yield). The reactants are [OH:1][C@H:2]1[CH2:19][CH2:18][C@@:17]2([CH3:20])[C@@H:4]([CH2:5][CH2:6][C@:7]3([CH3:38])[C@@H:16]2[CH2:15][CH2:14][C@H:13]2[C@@:8]3([CH3:37])[CH2:9][CH2:10][C@@:11]3([C:27]([O:29][CH2:30][C:31]4[CH:36]=[CH:35][CH:34]=[CH:33][CH:32]=4)=[O:28])[CH2:23][CH2:22][C@@H:21]([C:24]([CH3:26])=[CH2:25])[C@@H:12]32)[C:3]1([CH3:40])[CH3:39].C1C=C[NH+]=CC=1.[O-][Cr](Cl)(=O)=O. The catalyst is ClCCl. The product is [CH3:37][C@:8]12[C@@:7]3([CH3:38])[C@@H:16]([C@:17]4([CH3:20])[C@@H:4]([CH2:5][CH2:6]3)[C:3]([CH3:39])([CH3:40])[C:2](=[O:1])[CH2:19][CH2:18]4)[CH2:15][CH2:14][C@@H:13]1[C@H:12]1[C@H:21]([C:24]([CH3:26])=[CH2:25])[CH2:22][CH2:23][C@:11]1([C:27]([O:29][CH2:30][C:31]1[CH:32]=[CH:33][CH:34]=[CH:35][CH:36]=1)=[O:28])[CH2:10][CH2:9]2. The yield is 0.980.